From a dataset of Peptide-MHC class II binding affinity with 134,281 pairs from IEDB. Regression. Given a peptide amino acid sequence and an MHC pseudo amino acid sequence, predict their binding affinity value. This is MHC class II binding data. (1) The peptide sequence is DKRLAAYLMLMRSPS. The MHC is HLA-DPA10301-DPB10402 with pseudo-sequence HLA-DPA10301-DPB10402. The binding affinity (normalized) is 0.712. (2) The peptide sequence is IRPGLLIGFGLRTLW. The MHC is DRB1_0701 with pseudo-sequence DRB1_0701. The binding affinity (normalized) is 0.190. (3) The peptide sequence is PRLLYAKSSPAYPSV. The MHC is DRB1_1302 with pseudo-sequence DRB1_1302. The binding affinity (normalized) is 0.461.